From a dataset of Catalyst prediction with 721,799 reactions and 888 catalyst types from USPTO. Predict which catalyst facilitates the given reaction. (1) Reactant: [F:1][C:2]([F:19])([C:6]1[CH:11]=[CH:10][CH:9]=[C:8]([CH2:12][N:13]2[CH2:18][CH2:17][O:16][CH2:15][CH2:14]2)[CH:7]=1)[C:3]([OH:5])=O.Cl.[NH2:21][CH2:22][C:23]1[CH:24]=[C:25]2[C:29](=[CH:30][CH:31]=1)[C:28](=[O:32])[N:27]([CH:33]1[CH2:38][CH2:37][C:36](=[O:39])[NH:35][C:34]1=[O:40])[CH2:26]2.C(N(CC)C(C)C)(C)C.F[P-](F)(F)(F)(F)F.CN(C(N(C)C)=[N+]1C2C(=NC=CC=2)[N+]([O-])=N1)C. The catalyst class is: 35. Product: [O:40]=[C:34]1[CH:33]([N:27]2[CH2:26][C:25]3[C:29](=[CH:30][CH:31]=[C:23]([CH2:22][NH:21][C:3](=[O:5])[C:2]([F:1])([F:19])[C:6]4[CH:11]=[CH:10][CH:9]=[C:8]([CH2:12][N:13]5[CH2:18][CH2:17][O:16][CH2:15][CH2:14]5)[CH:7]=4)[CH:24]=3)[C:28]2=[O:32])[CH2:38][CH2:37][C:36](=[O:39])[NH:35]1. (2) Reactant: [C:1]([OH:8])(=[O:7])/[CH:2]=[CH:3]\[C:4]([OH:6])=[O:5].[NH2:9][C:10]1[N:18]=[C:17]([O:19][CH2:20][CH2:21][CH2:22][CH3:23])[N:16]=[C:15]2[C:11]=1[NH:12][C:13](=[O:49])[N:14]2[CH2:24][CH2:25][CH2:26][N:27]([CH2:37][C:38]1[CH:39]=[C:40]([CH2:44][C:45]([O:47][CH3:48])=[O:46])[CH:41]=[CH:42][CH:43]=1)[CH2:28][CH2:29][CH2:30][N:31]1[CH2:36][CH2:35][O:34][CH2:33][CH2:32]1. Product: [C:1]([OH:8])(=[O:7])/[CH:2]=[CH:3]\[C:4]([OH:6])=[O:5].[C:1]([OH:8])(=[O:7])/[CH:2]=[CH:3]\[C:4]([OH:6])=[O:5].[NH2:9][C:10]1[N:18]=[C:17]([O:19][CH2:20][CH2:21][CH2:22][CH3:23])[N:16]=[C:15]2[C:11]=1[NH:12][C:13](=[O:49])[N:14]2[CH2:24][CH2:25][CH2:26][N:27]([CH2:37][C:38]1[CH:39]=[C:40]([CH2:44][C:45]([O:47][CH3:48])=[O:46])[CH:41]=[CH:42][CH:43]=1)[CH2:28][CH2:29][CH2:30][N:31]1[CH2:36][CH2:35][O:34][CH2:33][CH2:32]1. The catalyst class is: 12. (3) Reactant: [F:1][C:2]1[CH:9]=[C:8](F)[C:7]([F:11])=[CH:6][C:3]=1[CH:4]=[O:5].[CH3:12][CH:13]1[CH2:18][NH:17][CH2:16][CH:15]([CH3:19])[NH:14]1. Product: [CH3:12][C@H:13]1[NH:14][C@@H:15]([CH3:19])[CH2:16][N:17]([C:8]2[C:7]([F:11])=[CH:6][C:3]([CH:4]=[O:5])=[C:2]([F:1])[CH:9]=2)[CH2:18]1. The catalyst class is: 13. (4) Reactant: [CH2:1]1[O:3][C@H:2]1[CH2:4][Cl:5].[NH2:6][C:7]1[CH:12]=[CH:11][C:10]([N:13]2[CH2:18][CH2:17][O:16][CH2:15][C:14]2=[O:19])=[CH:9][CH:8]=1. Product: [Cl:5][CH2:4][C@H:2]([OH:3])[CH2:1][NH:6][C:7]1[CH:8]=[CH:9][C:10]([N:13]2[CH2:18][CH2:17][O:16][CH2:15][C:14]2=[O:19])=[CH:11][CH:12]=1. The catalyst class is: 97.